From a dataset of Peptide-MHC class I binding affinity with 185,985 pairs from IEDB/IMGT. Regression. Given a peptide amino acid sequence and an MHC pseudo amino acid sequence, predict their binding affinity value. This is MHC class I binding data. (1) The peptide sequence is PYNMRVIHF. The MHC is HLA-A24:02 with pseudo-sequence HLA-A24:02. The binding affinity (normalized) is 0. (2) The peptide sequence is STTVKAACWW. The MHC is HLA-B44:03 with pseudo-sequence HLA-B44:03. The binding affinity (normalized) is 0. (3) The peptide sequence is WESGAVLCV. The MHC is HLA-B39:01 with pseudo-sequence HLA-B39:01. The binding affinity (normalized) is 0.471. (4) The peptide sequence is SITEVECFL. The MHC is HLA-A03:01 with pseudo-sequence HLA-A03:01. The binding affinity (normalized) is 0. (5) The peptide sequence is NIVFSPFGY. The MHC is HLA-A02:01 with pseudo-sequence HLA-A02:01. The binding affinity (normalized) is 0.0847. (6) The peptide sequence is HWCTSTCQF. The MHC is HLA-A24:03 with pseudo-sequence HLA-A24:03. The binding affinity (normalized) is 0.707. (7) The peptide sequence is HSARQCRAPR. The MHC is Mamu-B8301 with pseudo-sequence Mamu-B8301. The binding affinity (normalized) is 0.807. (8) The peptide sequence is GRRATAILR. The MHC is HLA-A24:02 with pseudo-sequence HLA-A24:02. The binding affinity (normalized) is 0.0847.